This data is from Catalyst prediction with 721,799 reactions and 888 catalyst types from USPTO. The task is: Predict which catalyst facilitates the given reaction. Product: [C:16]([C:10]1[CH:9]=[CH:8][C:7]2[CH2:6][CH:5]([C:3]([O:2][CH3:1])=[O:4])[CH2:14][CH2:13][C:12]=2[N:11]=1)#[N:18]. Reactant: [CH3:1][O:2][C:3]([CH:5]1[CH2:14][CH2:13][C:12]2[N+:11]([O-])=[CH:10][CH:9]=[CH:8][C:7]=2[CH2:6]1)=[O:4].[CH2:16]([N:18](CC)CC)C.C[Si](C#N)(C)C.C([O-])([O-])=O.[Na+].[Na+]. The catalyst class is: 643.